Dataset: Forward reaction prediction with 1.9M reactions from USPTO patents (1976-2016). Task: Predict the product of the given reaction. (1) Given the reactants [CH2:1]([N:8]([CH2:27][C:28]1[CH:33]=[CH:32][CH:31]=[CH:30][CH:29]=1)[CH:9]([C:13]([O:16][C:17]1[CH:22]=[CH:21][C:20]([F:23])=[CH:19][C:18]=1[N+:24]([O-])=O)([CH3:15])[CH3:14])[C:10]([OH:12])=[O:11])[C:2]1[CH:7]=[CH:6][CH:5]=[CH:4][CH:3]=1, predict the reaction product. The product is: [NH2:24][C:18]1[CH:19]=[C:20]([F:23])[CH:21]=[CH:22][C:17]=1[O:16][C:13]([CH3:14])([CH3:15])[CH:9]([N:8]([CH2:1][C:2]1[CH:3]=[CH:4][CH:5]=[CH:6][CH:7]=1)[CH2:27][C:28]1[CH:33]=[CH:32][CH:31]=[CH:30][CH:29]=1)[C:10]([OH:12])=[O:11]. (2) Given the reactants [CH3:1][O:2][C:3]([C:5]1[CH:10]=[CH:9][C:8]([C@@H:11]([NH:13][C:14]([C:16]2[CH:17]=[CH:18][CH:19]=[C:20]3[C:24]=2[N:23](C(OC(C)(C)C)=O)[CH2:22][CH2:21]3)=[O:15])[CH3:12])=[CH:7][CH:6]=1)=[O:4].[ClH:32].O1CCOCC1, predict the reaction product. The product is: [ClH:32].[NH:23]1[C:24]2[C:20](=[CH:19][CH:18]=[CH:17][C:16]=2[C:14]([NH:13][C@H:11]([C:8]2[CH:7]=[CH:6][C:5]([C:3]([O:2][CH3:1])=[O:4])=[CH:10][CH:9]=2)[CH3:12])=[O:15])[CH2:21][CH2:22]1. (3) Given the reactants [CH2:1]([NH:4][C:5]1[C:6]2[S:14][CH:13]=[C:12]([CH3:15])[C:7]=2[N:8]=[C:9](Cl)[N:10]=1)[CH:2]=[CH2:3].[CH2:16]([NH2:19])[CH2:17][CH3:18].C(=O)([O-])O.[Na+], predict the reaction product. The product is: [CH2:1]([NH:4][C:5]1[C:6]2[S:14][CH:13]=[C:12]([CH3:15])[C:7]=2[N:8]=[C:9]([NH:19][CH2:16][CH2:17][CH3:18])[N:10]=1)[CH:2]=[CH2:3].